Dataset: HIV replication inhibition screening data with 41,000+ compounds from the AIDS Antiviral Screen. Task: Binary Classification. Given a drug SMILES string, predict its activity (active/inactive) in a high-throughput screening assay against a specified biological target. The molecule is COc1c(O)c(C=O)c2c(O)c(-c3c(C)cc4c(C(C)C)c(OC)c(O)c(C=O)c4c3O)c(C)cc2c1C(C)C. The result is 0 (inactive).